From a dataset of Forward reaction prediction with 1.9M reactions from USPTO patents (1976-2016). Predict the product of the given reaction. Given the reactants [Al+3].[Cl-].[Cl-].[Cl-].Cl[C:6]([C:8]([O:10][CH2:11][CH3:12])=[O:9])=[O:7].[Cl:13][C:14]1[CH:19]=[CH:18][CH:17]=[CH:16][C:15]=1[S:20][CH3:21].C(OCC)(=O)C.CCCCCC, predict the reaction product. The product is: [Cl:13][C:14]1[CH:19]=[C:18]([C:6](=[O:7])[C:8]([O:10][CH2:11][CH3:12])=[O:9])[CH:17]=[CH:16][C:15]=1[S:20][CH3:21].